This data is from Forward reaction prediction with 1.9M reactions from USPTO patents (1976-2016). The task is: Predict the product of the given reaction. (1) Given the reactants CCCC[N+](CCCC)(CCCC)CCCC.[F-].C[Si]([C:23]#[C:24][C:25]1[CH:30]=[CH:29][CH:28]=[CH:27][C:26]=1[CH:31]([CH3:36])[C:32]([O:34][CH3:35])=[O:33])(C)C, predict the reaction product. The product is: [C:24]([C:25]1[CH:30]=[CH:29][CH:28]=[CH:27][C:26]=1[CH:31]([CH3:36])[C:32]([O:34][CH3:35])=[O:33])#[CH:23]. (2) Given the reactants Cl[C:2]1[C:7]([C:8]([OH:10])=[O:9])=[CH:6][CH:5]=[C:4]([C:11]([F:14])([F:13])[F:12])[N:3]=1.[NH3:15].CO, predict the reaction product. The product is: [NH2:15][C:2]1[C:7]([C:8]([OH:10])=[O:9])=[CH:6][CH:5]=[C:4]([C:11]([F:14])([F:13])[F:12])[N:3]=1.